Dataset: Full USPTO retrosynthesis dataset with 1.9M reactions from patents (1976-2016). Task: Predict the reactants needed to synthesize the given product. (1) Given the product [CH3:9][O:10][C:11]1[C:21]([O:22][CH3:23])=[CH:20][C:14]2[CH2:15][CH2:16][N:17]([C:4]([Cl:7])=[O:3])[CH2:18][CH2:19][C:13]=2[CH:12]=1, predict the reactants needed to synthesize it. The reactants are: O=C(Cl)[O:3][C:4]([Cl:7])(Cl)Cl.[CH3:9][O:10][C:11]1[C:21]([O:22][CH3:23])=[CH:20][C:14]2[CH2:15][CH2:16][NH:17][CH2:18][CH2:19][C:13]=2[CH:12]=1.C(N(CC)CC)C. (2) Given the product [NH:16]1[CH:20]=[CH:19][N:18]=[C:17]1[CH2:21][N:22]([CH2:29][C:30]1[CH:38]=[CH:37][C:33]([C:34]([NH:15][C:12]2[CH:13]=[CH:14][C:9]([CH2:8][N:4]([CH2:5][CH2:6][CH3:7])[CH2:1][CH2:2][CH3:3])=[CH:10][CH:11]=2)=[O:35])=[CH:32][CH:31]=1)[CH2:23][C:24]1[NH:28][CH:27]=[CH:26][N:25]=1, predict the reactants needed to synthesize it. The reactants are: [CH2:1]([N:4]([CH2:8][C:9]1[CH:14]=[CH:13][C:12]([NH2:15])=[CH:11][CH:10]=1)[CH2:5][CH2:6][CH3:7])[CH2:2][CH3:3].[NH:16]1[CH:20]=[CH:19][N:18]=[C:17]1[CH2:21][N:22]([CH2:29][C:30]1[CH:38]=[CH:37][C:33]([C:34](O)=[O:35])=[CH:32][CH:31]=1)[CH2:23][C:24]1[NH:25][CH:26]=[CH:27][N:28]=1.C1C=CC2N(O)N=NC=2C=1.N=C=N. (3) Given the product [N:3]1([S:13]([C:16]2[CH:17]=[CH:18][C:19]3[O:28][C:27]4[CH2:26][CH2:25][N:24]([C:29]([O:31][C:32]([CH3:35])([CH3:34])[CH3:33])=[O:30])[CH2:23][C:22]=4[C:20]=3[CH:21]=2)(=[O:15])=[O:14])[C:11]2[C:6](=[CH:7][CH:8]=[CH:9][CH:10]=2)[CH:5]=[CH:4]1, predict the reactants needed to synthesize it. The reactants are: [H-].[Na+].[NH:3]1[C:11]2[C:6](=[CH:7][CH:8]=[CH:9][CH:10]=2)[CH:5]=[CH:4]1.Cl[S:13]([C:16]1[CH:17]=[CH:18][C:19]2[O:28][C:27]3[CH2:26][CH2:25][N:24]([C:29]([O:31][C:32]([CH3:35])([CH3:34])[CH3:33])=[O:30])[CH2:23][C:22]=3[C:20]=2[CH:21]=1)(=[O:15])=[O:14]. (4) Given the product [Cl:43][C:44]1[CH:45]=[CH:46][C:47]([C:50]([C:56]2[CH:57]=[CH:58][C:59]([Cl:62])=[CH:60][CH:61]=2)([CH:51]2[CH:52]=[CH:53][CH:54]=[CH:55]2)[C:7]2([CH3:30])[C:6]3[C:5]([CH3:23])([CH:12]4[CH2:13][CH2:14][CH:15]=[CH:16][C:11]4=[C:10]4[C:18]=3[CH2:17][C:19]3[CH:20]=[CH:21][CH:22]=[CH:8][C:9]4=3)[C:4]([CH3:26])([CH3:25])[C:3]([CH3:28])([CH3:27])[C:2]2([CH3:1])[CH3:29])=[CH:48][CH:49]=1, predict the reactants needed to synthesize it. The reactants are: [CH3:1][C:2]1([CH3:29])[CH:7]2[CH:8]3[CH2:22][CH2:21][CH:20]=[CH:19][C:9]3=[C:10]3[C:18]([CH2:17][C:16]4[CH:15]=[CH:14][CH:13]=[CH:12][C:11]3=4)=[C:6]2[C:5](C)([CH3:23])[C:4]([CH3:26])([CH3:25])[C:3]1([CH3:28])[CH3:27].[CH2:30]([Li])CCC.CN1CCN(C)C1=O.[Cl:43][C:44]1[CH:49]=[CH:48][C:47]([C:50]([C:56]2[CH:61]=[CH:60][C:59]([Cl:62])=[CH:58][CH:57]=2)=[C:51]2[CH:55]=[CH:54][CH:53]=[CH:52]2)=[CH:46][CH:45]=1. (5) Given the product [Cl:1][C:2]1[CH:10]=[CH:9][CH:8]=[CH:7][C:3]=1[C:4]([NH:20][CH2:19][CH:18]([C:15]1[CH:14]=[CH:13][C:12]([F:11])=[CH:17][CH:16]=1)[C:21]1[CH:22]=[N:23][C:24]([C:27]([F:30])([F:28])[F:29])=[CH:25][CH:26]=1)=[O:6], predict the reactants needed to synthesize it. The reactants are: [Cl:1][C:2]1[CH:10]=[CH:9][CH:8]=[CH:7][C:3]=1[C:4]([OH:6])=O.[F:11][C:12]1[CH:17]=[CH:16][C:15]([CH:18]([C:21]2[CH:22]=[N:23][C:24]([C:27]([F:30])([F:29])[F:28])=[CH:25][CH:26]=2)[CH2:19][NH2:20])=[CH:14][CH:13]=1. (6) Given the product [CH3:16][C:3]1([C:22]2[NH:38][CH2:36][CH2:23][N:21]=2)[C:12]2[C:7]3[C:8](=[CH:13][CH:14]=[CH:15][C:6]=3[CH2:5][O:4]1)[CH:9]=[CH:10][CH:11]=2, predict the reactants needed to synthesize it. The reactants are: [H-].[Na+].[CH:3]1([C:16](OC)=O)[C:12]2[C:7]3[C:8](=[CH:13][CH:14]=[CH:15][C:6]=3[CH2:5][O:4]1)[CH:9]=[CH:10][CH:11]=2.C[N:21]([CH:23]=O)[CH3:22].IC.CCOC(C)=O.C(Cl)Cl.[CH2:36]([N:38](CC)CC)C.